Dataset: Full USPTO retrosynthesis dataset with 1.9M reactions from patents (1976-2016). Task: Predict the reactants needed to synthesize the given product. Given the product [CH:25]1([C:24]2[CH:23]=[CH:22][N:27]=[CH:28][C:38]=2[N:1]2[CH2:5][CH2:4][N:3]([C:8]3[C:9]([F:18])=[CH:10][C:11]4[C:15]([CH3:16])=[CH:14][S:13][C:12]=4[CH:17]=3)[C:2]2=[O:6])[CH2:26][CH2:21]1, predict the reactants needed to synthesize it. The reactants are: [NH:1]1[CH2:5][CH2:4][NH:3][C:2]1=[O:6].Br[C:8]1[C:9]([F:18])=[CH:10][C:11]2[C:15]([CH3:16])=[CH:14][S:13][C:12]=2[CH:17]=1.CN[C@@H:21]1[CH2:26][CH2:25][CH2:24][CH2:23][C@H:22]1[NH:27][CH3:28].P([O-])([O-])([O-])=O.[K+].[K+].[K+].O1CCOC[CH2:38]1.